From a dataset of TCR-epitope binding with 47,182 pairs between 192 epitopes and 23,139 TCRs. Binary Classification. Given a T-cell receptor sequence (or CDR3 region) and an epitope sequence, predict whether binding occurs between them. (1) The epitope is KLWAQCVQL. The TCR CDR3 sequence is CASSTGLALQETQYF. Result: 1 (the TCR binds to the epitope). (2) The epitope is HPVGEADYFEY. The TCR CDR3 sequence is CASSDLSTGELFF. Result: 0 (the TCR does not bind to the epitope).